This data is from Forward reaction prediction with 1.9M reactions from USPTO patents (1976-2016). The task is: Predict the product of the given reaction. (1) Given the reactants [CH3:1][C:2]([CH:4]1[CH2:9][CH:8]=[C:7]([CH:10]=[O:11])[CH2:6][CH2:5]1)=[CH2:3].[CH2:12]([SiH:14]([CH2:17][CH3:18])[CH2:15][CH3:16])[CH3:13], predict the reaction product. The product is: [CH2:12]([Si:14]([CH2:17][CH3:18])([CH2:15][CH3:16])[O:11][CH:10]=[C:7]1[CH2:6][CH2:5][CH:4]([C:2]([CH3:1])=[CH2:3])[CH2:9][CH2:8]1)[CH3:13]. (2) Given the reactants [CH3:1][O:2][C:3]1[CH:8]=[CH:7][C:6]([C:9]([C:11]2[CH:16]=[CH:15][C:14]([O:17][CH2:18][C:19]3[N:20]=[C:21]([C:25]4[CH:30]=[CH:29][CH:28]=[CH:27][CH:26]=4)[O:22][C:23]=3[CH3:24])=[CH:13][C:12]=2[CH3:31])=[O:10])=[C:5]([O:32]COC)[CH:4]=1.Cl, predict the reaction product. The product is: [OH:32][C:5]1[CH:4]=[C:3]([O:2][CH3:1])[CH:8]=[CH:7][C:6]=1[C:9]([C:11]1[CH:16]=[CH:15][C:14]([O:17][CH2:18][C:19]2[N:20]=[C:21]([C:25]3[CH:26]=[CH:27][CH:28]=[CH:29][CH:30]=3)[O:22][C:23]=2[CH3:24])=[CH:13][C:12]=1[CH3:31])=[O:10]. (3) Given the reactants [H-].[Na+].[Br:3][C:4]1[NH:8][CH:7]=[C:6]([C:9]([O:11][CH3:12])=[O:10])[C:5]=1[CH2:13][CH3:14].[C:15]1([S:21](Cl)(=[O:23])=[O:22])[CH:20]=[CH:19][CH:18]=[CH:17][CH:16]=1, predict the reaction product. The product is: [Br:3][C:4]1[N:8]([S:21]([C:15]2[CH:20]=[CH:19][CH:18]=[CH:17][CH:16]=2)(=[O:23])=[O:22])[CH:7]=[C:6]([C:9]([O:11][CH3:12])=[O:10])[C:5]=1[CH2:13][CH3:14].